This data is from NCI-60 drug combinations with 297,098 pairs across 59 cell lines. The task is: Regression. Given two drug SMILES strings and cell line genomic features, predict the synergy score measuring deviation from expected non-interaction effect. (1) Drug 1: CC1=C2C(C(=O)C3(C(CC4C(C3C(C(C2(C)C)(CC1OC(=O)C(C(C5=CC=CC=C5)NC(=O)C6=CC=CC=C6)O)O)OC(=O)C7=CC=CC=C7)(CO4)OC(=O)C)O)C)OC(=O)C. Drug 2: CC(C)NC(=O)C1=CC=C(C=C1)CNNC.Cl. Cell line: NCIH23. Synergy scores: CSS=41.4, Synergy_ZIP=-0.0961, Synergy_Bliss=0.360, Synergy_Loewe=-45.6, Synergy_HSA=0.796. (2) Drug 1: C1=CC(=CC=C1C#N)C(C2=CC=C(C=C2)C#N)N3C=NC=N3. Drug 2: C1=CN(C(=O)N=C1N)C2C(C(C(O2)CO)O)O.Cl. Cell line: MCF7. Synergy scores: CSS=7.50, Synergy_ZIP=0.873, Synergy_Bliss=1.51, Synergy_Loewe=-5.94, Synergy_HSA=-4.55.